Predict the reaction yield, written as a fraction of the theoretical maximum amount of product (1.0 means a 100% yield; for example, 0.34 means a 34% yield). From a dataset of Reaction yield outcomes from USPTO patents with 853,638 reactions. (1) The reactants are [O:1]1[C:3]2([CH2:8][CH2:7][N:6]([C:9]3[CH:14]=[CH:13][C:12]([N:15]4[CH2:19][C@H:18]([CH2:20][NH:21][C:22](=[O:24])[CH3:23])[O:17][C:16]4=[O:25])=[CH:11][CH:10]=3)[CH2:5][CH2:4]2)[CH2:2]1.[O-:26][CH2:27]C.[Na+]. The catalyst is C(O)C. The product is [CH3:27][O:26][CH2:2][C:3]1([OH:1])[CH2:4][CH2:5][N:6]([C:9]2[CH:10]=[CH:11][C:12]([N:15]3[CH2:19][C@H:18]([CH2:20][NH:21][C:22](=[O:24])[CH3:23])[O:17][C:16]3=[O:25])=[CH:13][CH:14]=2)[CH2:7][CH2:8]1. The yield is 0.500. (2) The reactants are [CH3:1][N:2]([CH3:13])[CH:3]=[CH:4][C:5]([C:7]1[NH:11][C:10]([CH3:12])=[N:9][CH:8]=1)=[O:6].[CH3:14]N(C(OC)OC)C. No catalyst specified. The product is [CH3:13][N:2]([CH3:1])[CH:3]=[CH:4][C:5]([C:7]1[N:11]([CH3:14])[C:10]([CH3:12])=[N:9][CH:8]=1)=[O:6]. The yield is 0.290.